This data is from Full USPTO retrosynthesis dataset with 1.9M reactions from patents (1976-2016). The task is: Predict the reactants needed to synthesize the given product. Given the product [CH2:1]([O:3][C:4]1[C:13]([NH:14][S:15]([NH2:18])(=[O:17])=[O:16])=[C:12]2[C:7]([C:8]([C:26](=[O:39])[C:27]3[CH:32]=[C:31]([O:33][CH3:34])[C:30]([O:35][CH3:36])=[C:29]([O:37][CH3:38])[CH:28]=3)=[CH:9][N:10]=[CH:11]2)=[CH:6][CH:5]=1)[CH3:2], predict the reactants needed to synthesize it. The reactants are: [CH2:1]([O:3][C:4]1[C:13]([NH:14][S:15]([NH:18]C(=O)OC(C)(C)C)(=[O:17])=[O:16])=[C:12]2[C:7]([C:8]([C:26](=[O:39])[C:27]3[CH:32]=[C:31]([O:33][CH3:34])[C:30]([O:35][CH3:36])=[C:29]([O:37][CH3:38])[CH:28]=3)=[CH:9][N:10]=[CH:11]2)=[CH:6][CH:5]=1)[CH3:2].C(O)(C(F)(F)F)=O.